This data is from Forward reaction prediction with 1.9M reactions from USPTO patents (1976-2016). The task is: Predict the product of the given reaction. Given the reactants [CH3:1][C:2]1[C:3]([CH:8]2[CH2:13][CH2:12][CH2:11][CH:10]([C:14]3[C:19]([CH3:20])=[CH:18][CH:17]=[CH:16][N:15]=3)[N:9]2[CH2:21][C:22]2[CH:30]=[CH:29][C:25]([C:26]([OH:28])=O)=[CH:24][CH:23]=2)=[N:4][CH:5]=[CH:6][CH:7]=1.C(Cl)(=O)C(Cl)=O.CCN(C(C)C)C(C)C.[NH2:46][OH:47].O, predict the reaction product. The product is: [CH3:20][C:19]1[C:14]([CH:10]2[CH2:11][CH2:12][CH2:13][CH:8]([C:3]3[C:2]([CH3:1])=[CH:7][CH:6]=[CH:5][N:4]=3)[N:9]2[CH2:21][C:22]2[CH:30]=[CH:29][C:25]([C:26]([NH:46][OH:47])=[O:28])=[CH:24][CH:23]=2)=[N:15][CH:16]=[CH:17][CH:18]=1.